This data is from TCR-epitope binding with 47,182 pairs between 192 epitopes and 23,139 TCRs. The task is: Binary Classification. Given a T-cell receptor sequence (or CDR3 region) and an epitope sequence, predict whether binding occurs between them. (1) The epitope is IPRRNVATL. The TCR CDR3 sequence is CATFPGQVNTGELFF. Result: 1 (the TCR binds to the epitope). (2) The epitope is KLSYGIATV. The TCR CDR3 sequence is CSSSGVYNEQFF. Result: 1 (the TCR binds to the epitope). (3) The TCR CDR3 sequence is CAISGIGRDTDTQYF. The epitope is RQLLFVVEV. Result: 1 (the TCR binds to the epitope). (4) The epitope is VTEHDTLLY. The TCR CDR3 sequence is CASSPGAVYEQYF. Result: 1 (the TCR binds to the epitope). (5) The epitope is LEPLVDLPI. The TCR CDR3 sequence is CASSQDASGPYNEQFF. Result: 0 (the TCR does not bind to the epitope). (6) The epitope is YIFFASFYY. The TCR CDR3 sequence is CSEMTATYNEQFF. Result: 1 (the TCR binds to the epitope). (7) Result: 1 (the TCR binds to the epitope). The epitope is PROT_97E67BCC. The TCR CDR3 sequence is CASSLRTSGGTDTQYF. (8) The epitope is ITEEVGHTDLMAAY. The TCR CDR3 sequence is CASSLMTEGGYTF. Result: 1 (the TCR binds to the epitope). (9) The epitope is FPPTSFGPL. The TCR CDR3 sequence is CASSLGSYEQYF. Result: 0 (the TCR does not bind to the epitope).